The task is: Predict which catalyst facilitates the given reaction.. This data is from Catalyst prediction with 721,799 reactions and 888 catalyst types from USPTO. (1) Reactant: [CH3:1][O:2][C:3]([C:5]1[CH:14]=[CH:13][C:12]2[C:7](=[CH:8][CH:9]=[CH:10][CH:11]=2)[C:6]=1Br)=[O:4]. Product: [CH3:1][O:2][C:3]([C:5]1[CH:14]=[CH:13][C:12]2[C:7](=[CH:8][CH:9]=[CH:10][CH:11]=2)[C:6]=1[CH:11]=[CH:10][CH2:9][CH2:8][C:7]1[CH:12]=[CH:13][CH:14]=[CH:5][CH:6]=1)=[O:4]. The catalyst class is: 110. (2) Reactant: [C:1]([O:5][C:6]([N:8]1[CH2:13][CH2:12][C:11](=[CH:14][C:15](OC)=[O:16])[C:10]([CH3:20])([CH3:19])[CH2:9]1)=[O:7])([CH3:4])([CH3:3])[CH3:2].[H-].C([Al+]CC(C)C)C(C)C.C1(C)C=CC=CC=1.C(O)C. Product: [C:1]([O:5][C:6]([N:8]1[CH2:13][CH2:12][C:11](=[CH:14][CH2:15][OH:16])[C:10]([CH3:20])([CH3:19])[CH2:9]1)=[O:7])([CH3:4])([CH3:3])[CH3:2]. The catalyst class is: 7. (3) Reactant: [CH3:1][C:2]1[C:32]([CH3:33])=[CH:31][CH:30]=[CH:29][C:3]=1[O:4][CH2:5][CH2:6][CH2:7][C:8]([N:10]1[C:19]2[C:14](=[C:15](B3OC(C)(C)C(C)(C)O3)[CH:16]=[CH:17][CH:18]=2)[CH2:13][CH2:12][CH2:11]1)=[O:9].Br[C:35]1[CH:40]=[CH:39][N:38]=[C:37]([C:41]([O:43][CH3:44])=[O:42])[CH:36]=1.C(=O)([O-])[O-].[K+].[K+].O. Product: [CH3:1][C:2]1[C:32]([CH3:33])=[CH:31][CH:30]=[CH:29][C:3]=1[O:4][CH2:5][CH2:6][CH2:7][C:8]([N:10]1[C:19]2[C:14](=[C:15]([C:35]3[CH:40]=[CH:39][N:38]=[C:37]([C:41]([O:43][CH3:44])=[O:42])[CH:36]=3)[CH:16]=[CH:17][CH:18]=2)[CH2:13][CH2:12][CH2:11]1)=[O:9]. The catalyst class is: 77. (4) Product: [NH4+:9].[OH-:23].[F:1][C:2]1[CH:7]=[CH:6][CH:5]=[C:4]([F:8])[C:3]=1[N:9]1[C:14]2[N:15]=[C:16]([NH:43][CH2:42][CH2:41][N:39]([CH3:40])[CH3:38])[N:17]=[C:18]([C:19]3[CH:20]=[C:21]([CH:29]=[CH:30][C:31]=3[CH3:32])[C:22]([N:24]([CH2:27][CH3:28])[CH2:25][CH3:26])=[O:23])[C:13]=2[CH2:12][NH:11][C:10]1=[O:37]. Reactant: [F:1][C:2]1[CH:7]=[CH:6][CH:5]=[C:4]([F:8])[C:3]=1[N:9]1[C:14]2[N:15]=[C:16](S(C)(=O)=O)[N:17]=[C:18]([C:19]3[CH:20]=[C:21]([CH:29]=[CH:30][C:31]=3[CH3:32])[C:22]([N:24]([CH2:27][CH3:28])[CH2:25][CH3:26])=[O:23])[C:13]=2[CH2:12][NH:11][C:10]1=[O:37].[CH3:38][N:39]([CH2:41][CH2:42][NH2:43])[CH3:40]. The catalyst class is: 1.